This data is from Forward reaction prediction with 1.9M reactions from USPTO patents (1976-2016). The task is: Predict the product of the given reaction. (1) Given the reactants [C:1](#[N:4])[CH:2]=[CH2:3].[OH2:5].[NH2:6][NH2:7].[CH:8](=O)[C:9]1[CH:14]=[CH:13][C:12](OC)=[CH:11][CH:10]=1.[CH3:18]C(C)([O-])C.[Na+].Cl, predict the reaction product. The product is: [CH3:18][O:5][C:12]1[CH:13]=[CH:14][C:9]([CH2:8][N:6]2[C:1]([NH2:4])=[CH:2][CH:3]=[N:7]2)=[CH:10][CH:11]=1. (2) Given the reactants [Cl:1][C:2]1[CH:11]=[CH:10][C:5]([C:6]([O:8]C)=[O:7])=[CH:4][C:3]=1[C:12]([O:14][C:15]([CH3:18])([CH3:17])[CH3:16])=[O:13].[OH-].[Li+], predict the reaction product. The product is: [C:15]([O:14][C:12]([C:3]1[CH:4]=[C:5]([CH:10]=[CH:11][C:2]=1[Cl:1])[C:6]([OH:8])=[O:7])=[O:13])([CH3:18])([CH3:16])[CH3:17]. (3) The product is: [Cl:66][C:67]1[CH:68]=[CH:69][C:70]([F:81])=[C:71]([C:73]2[N:78]=[C:77]([NH:79][C:48]3[CH:53]=[CH:52][N:51]=[C:50]4[CH:49]=[N:56][N:55]([CH2:57][C:58]5[CH:59]=[CH:60][C:61]([O:64][CH3:65])=[CH:62][CH:63]=5)[C:54]=34)[C:76]([CH3:80])=[CH:75][N:74]=2)[CH:72]=1.[Cl:66][C:67]1[CH:68]=[CH:69][C:70]([F:81])=[C:71]([C:73]2[N:78]=[C:77]([NH:79][C:48]3[C:49]4[C:50](=[CH:54][N:55]([CH2:57][C:58]5[CH:63]=[CH:62][C:61]([O:64][CH3:65])=[CH:60][CH:59]=5)[N:56]=4)[N:51]=[CH:52][CH:53]=3)[C:76]([CH3:80])=[CH:75][N:74]=2)[CH:72]=1. Given the reactants C1C=CC(P(C2C=CC3C(=CC=CC=3)C=2C2C3C(=CC=CC=3)C=CC=2P(C2C=CC=CC=2)C2C=CC=CC=2)C2C=CC=CC=2)=CC=1.I[C:48]1[C:49]2[C:50](=[CH:54][N:55]([CH2:57][C:58]3[CH:63]=[CH:62][C:61]([O:64][CH3:65])=[CH:60][CH:59]=3)[N:56]=2)[N:51]=[CH:52][CH:53]=1.[Cl:66][C:67]1[CH:68]=[CH:69][C:70]([F:81])=[C:71]([C:73]2[N:78]=[C:77]([NH2:79])[C:76]([CH3:80])=[CH:75][N:74]=2)[CH:72]=1.CC([O-])(C)C.[Na+], predict the reaction product. (4) The product is: [CH3:12][O:13][C:14]1[CH:15]=[CH:16][C:17]([N:20]2[CH2:25][CH2:24][N:23]([CH:10]([CH3:11])[CH2:9][CH:7]([O:8][C:30](=[O:32])[NH2:29])[C:1]3[CH:6]=[CH:5][CH:4]=[CH:3][CH:2]=3)[CH2:22][CH2:21]2)=[CH:18][CH:19]=1. Given the reactants [C:1]1([C:7]([CH:9]=[CH:10][CH3:11])=[O:8])[CH:6]=[CH:5][CH:4]=[CH:3][CH:2]=1.[CH3:12][O:13][C:14]1[CH:19]=[CH:18][C:17]([N:20]2[CH2:25][CH2:24][NH:23][CH2:22][CH2:21]2)=[CH:16][CH:15]=1.[BH4-].[Na+].[OH-].[NH4+:29].[CH2:30]([OH:32])C, predict the reaction product. (5) Given the reactants Br[C:2]1[CH:3]=[C:4]([C:8]2[CH:13]=[CH:12][CH:11]=[C:10]([N:14]3[C:26]4[CH:25]=[CH:24][CH:23]=[CH:22][C:21]=4[C:20]4[C:15]3=[CH:16][CH:17]=[CH:18][CH:19]=4)[CH:9]=2)[CH:5]=[CH:6][CH:7]=1.[I-:27].[Na+].CNC1CCCCC1NC, predict the reaction product. The product is: [I:27][C:2]1[CH:3]=[C:4]([C:8]2[CH:13]=[CH:12][CH:11]=[C:10]([N:14]3[C:26]4[CH:25]=[CH:24][CH:23]=[CH:22][C:21]=4[C:20]4[C:15]3=[CH:16][CH:17]=[CH:18][CH:19]=4)[CH:9]=2)[CH:5]=[CH:6][CH:7]=1.